From a dataset of Forward reaction prediction with 1.9M reactions from USPTO patents (1976-2016). Predict the product of the given reaction. (1) Given the reactants Br[Si](C)(C)C.[C:6]([C:9]1[C:17]2[C:12](=[CH:13][C:14]([P:18](=[O:25])([O:22]CC)[O:19][CH2:20][CH3:21])=[CH:15][CH:16]=2)[N:11]([CH2:26][C:27]([N:29]2[CH2:33][C@H:32]([F:34])[CH2:31][C@H:30]2[C:35](=[O:46])[NH:36][CH2:37][C:38]2[CH:43]=[CH:42][CH:41]=[C:40]([Cl:44])[C:39]=2[F:45])=[O:28])[CH:10]=1)(=[O:8])[CH3:7], predict the reaction product. The product is: [C:6]([C:9]1[C:17]2[C:12](=[CH:13][C:14]([P:18](=[O:22])([OH:25])[O:19][CH2:20][CH3:21])=[CH:15][CH:16]=2)[N:11]([CH2:26][C:27]([N:29]2[CH2:33][C@H:32]([F:34])[CH2:31][C@H:30]2[C:35](=[O:46])[NH:36][CH2:37][C:38]2[CH:43]=[CH:42][CH:41]=[C:40]([Cl:44])[C:39]=2[F:45])=[O:28])[CH:10]=1)(=[O:8])[CH3:7]. (2) Given the reactants [CH3:1][C:2]1[O:6][C:5]([C:7]2[CH:12]=[CH:11][CH:10]=[CH:9][CH:8]=2)=[N:4][C:3]=1[CH2:13][O:14][C:15]1[N:20]=[C:19]([CH2:21][O:22][C:23]2[CH:24]=[C:25]([CH2:29][C:30]([O:32]C)=[O:31])[CH:26]=[CH:27][CH:28]=2)[CH:18]=[CH:17][CH:16]=1.O1CCCC1.[OH-].[Na+], predict the reaction product. The product is: [CH3:1][C:2]1[O:6][C:5]([C:7]2[CH:8]=[CH:9][CH:10]=[CH:11][CH:12]=2)=[N:4][C:3]=1[CH2:13][O:14][C:15]1[N:20]=[C:19]([CH2:21][O:22][C:23]2[CH:24]=[C:25]([CH2:29][C:30]([OH:32])=[O:31])[CH:26]=[CH:27][CH:28]=2)[CH:18]=[CH:17][CH:16]=1. (3) The product is: [CH3:1][O:2][C:3](=[O:18])[C:4]1[CH:16]=[C:15]([F:17])[CH:14]=[CH:13][C:5]=1[C:6]1[N:20]([CH3:19])[N:10]=[CH:9][N:8]=1. Given the reactants [CH3:1][O:2][C:3](=[O:18])[C:4]1[C:5](=[CH:13][CH:14]=[C:15]([F:17])[CH:16]=1)[C:6](/[N:8]=[CH:9]/[N:10](C)C)=O.[CH3:19][NH:20]N, predict the reaction product. (4) Given the reactants [Cl:1][C:2]1[CH:7]=[CH:6][CH:5]=[C:4]([F:8])[C:3]=1[NH:9][C:10]1[N:14]([CH3:15])[C:13]2[C:16]3[CH2:17][C:18]([CH3:27])([CH3:26])[O:19][C:20]=3[C:21]([C:23](O)=[O:24])=[CH:22][C:12]=2[N:11]=1.S(Cl)(Cl)=O.[F:32][C:33]([F:42])([F:41])[C:34]1[CH:35]=[C:36]([CH:38]=[CH:39][CH:40]=1)[NH2:37].CCN(C(C)C)C(C)C, predict the reaction product. The product is: [Cl:1][C:2]1[CH:7]=[CH:6][CH:5]=[C:4]([F:8])[C:3]=1[NH:9][C:10]1[N:14]([CH3:15])[C:13]2[C:16]3[CH2:17][C:18]([CH3:26])([CH3:27])[O:19][C:20]=3[C:21]([C:23]([NH:37][C:36]3[CH:38]=[CH:39][CH:40]=[C:34]([C:33]([F:32])([F:41])[F:42])[CH:35]=3)=[O:24])=[CH:22][C:12]=2[N:11]=1. (5) Given the reactants [C:1]([CH2:4][CH2:5][CH2:6][N:7]([CH3:63])[C@H:8]([C:12]([NH:14][C@H:15]([C:19]([N:21]([C@@H:23]([C@@H:59]([CH3:62])[CH2:60][CH3:61])[C@H:24]([O:57][CH3:58])[CH2:25][C:26]([N:28]1[CH2:32][CH2:31][CH2:30][C@H:29]1[C@H:33]([O:55][CH3:56])[C@@H:34]([CH3:54])[C:35]([NH:37][C@@H:38]([CH2:47]C1C=CC=CC=1)[C:39]([N:41]1[CH2:46][CH2:45][CH2:44][CH2:43][O:42]1)=[O:40])=[O:36])=[O:27])[CH3:22])=[O:20])[CH:16]([CH3:18])[CH3:17])=[O:13])[CH:9]([CH3:11])[CH3:10])(O)=[O:2].Cl.CN(C)CCCN=C=NCC.O.ON1[C:82]2[CH:83]=[CH:84][CH:85]=[CH:86][C:81]=2N=N1.C(N(CC)C(C)C)(C)C.[O:96]=[C:97]1[CH:101]=[CH:100][C:99](=[O:102])[N:98]1[CH2:103][CH2:104][CH2:105][CH2:106][CH2:107][C:108]([NH:110][NH2:111])=[O:109], predict the reaction product. The product is: [O:102]=[C:99]1[CH:100]=[CH:101][C:97](=[O:96])[N:98]1[CH2:103][CH2:104][CH2:105][CH2:106][CH2:107][C:108]([NH:110][NH:111][C:1](=[O:2])[CH2:4][CH2:5][CH2:6][N:7]([CH3:63])[C@H:8]([C:12]([NH:14][C@H:15]([C:19]([N:21]([C@@H:23]([C@@H:59]([CH3:62])[CH2:60][CH3:61])[C@H:24]([O:57][CH3:58])[CH2:25][C:26]([N:28]1[CH2:32][CH2:31][CH2:30][C@H:29]1[C@H:33]([O:55][CH3:56])[C@@H:34]([CH3:54])[C:35]([NH:37][C@@H:38]([CH2:47][C:81]1[CH:82]=[CH:83][CH:84]=[CH:85][CH:86]=1)[C:39]([N:41]1[CH2:46][CH2:45][CH2:44][CH2:43][O:42]1)=[O:40])=[O:36])=[O:27])[CH3:22])=[O:20])[CH:16]([CH3:18])[CH3:17])=[O:13])[CH:9]([CH3:10])[CH3:11])=[O:109]. (6) Given the reactants Cl[S:2]([C:5]1[CH:6]=[CH:7][C:8]([OH:14])=[C:9]([CH:13]=1)[C:10]([OH:12])=[O:11])(=[O:4])=[O:3].[CH3:15][NH2:16], predict the reaction product. The product is: [OH:14][C:8]1[CH:7]=[CH:6][C:5]([S:2](=[O:4])(=[O:3])[NH:16][CH3:15])=[CH:13][C:9]=1[C:10]([OH:12])=[O:11]. (7) Given the reactants [N:1]1[C:6]2[S:7][CH:8]=[CH:9][C:5]=2[C:4](=[O:10])[NH:3][CH:2]=1.F[P-](F)(F)(F)(F)F.[N:18]1(O[P+](N(C)C)(N(C)C)N(C)C)[C:22]2[CH:23]=[CH:24][CH:25]=[CH:26][C:21]=2[N:20]=[N:19]1.C1CCN2C(=NCCC2)CC1, predict the reaction product. The product is: [N:18]1([O:10][C:4]2[C:5]3[CH:9]=[CH:8][S:7][C:6]=3[N:1]=[CH:2][N:3]=2)[C:22]2[CH:23]=[CH:24][CH:25]=[CH:26][C:21]=2[N:20]=[N:19]1. (8) Given the reactants [C:1]([C:3]1[CH:4]=[C:5]([NH:21][C:22]2[N:27]=[C:26]([O:28][C:29]3[C:38]4[C:33](=[CH:34][CH:35]=[CH:36][CH:37]=4)[C:32]([NH:39]C(=O)OC(C)(C)C)=[CH:31][CH:30]=3)[CH:25]=[CH:24][N:23]=2)[CH:6]=[C:7]([C:9](=[O:20])[NH:10][C@@H:11]([CH3:19])[CH2:12][N:13]2[CH2:18][CH2:17][O:16][CH2:15][CH2:14]2)[CH:8]=1)#[CH:2].C(O)(C(F)(F)F)=O, predict the reaction product. The product is: [NH2:39][C:32]1[C:33]2[C:38](=[CH:37][CH:36]=[CH:35][CH:34]=2)[C:29]([O:28][C:26]2[CH:25]=[CH:24][N:23]=[C:22]([NH:21][C:5]3[CH:6]=[C:7]([CH:8]=[C:3]([C:1]#[CH:2])[CH:4]=3)[C:9]([NH:10][C@@H:11]([CH3:19])[CH2:12][N:13]3[CH2:14][CH2:15][O:16][CH2:17][CH2:18]3)=[O:20])[N:27]=2)=[CH:30][CH:31]=1.